This data is from NCI-60 drug combinations with 297,098 pairs across 59 cell lines. The task is: Regression. Given two drug SMILES strings and cell line genomic features, predict the synergy score measuring deviation from expected non-interaction effect. (1) Drug 1: C1CCC(C1)C(CC#N)N2C=C(C=N2)C3=C4C=CNC4=NC=N3. Drug 2: CC1OCC2C(O1)C(C(C(O2)OC3C4COC(=O)C4C(C5=CC6=C(C=C35)OCO6)C7=CC(=C(C(=C7)OC)O)OC)O)O. Cell line: SK-OV-3. Synergy scores: CSS=17.0, Synergy_ZIP=-6.20, Synergy_Bliss=-1.19, Synergy_Loewe=-5.18, Synergy_HSA=-0.308. (2) Drug 1: C1=CC=C(C=C1)NC(=O)CCCCCCC(=O)NO. Drug 2: CC1CCC2CC(C(=CC=CC=CC(CC(C(=O)C(C(C(=CC(C(=O)CC(OC(=O)C3CCCCN3C(=O)C(=O)C1(O2)O)C(C)CC4CCC(C(C4)OC)OP(=O)(C)C)C)C)O)OC)C)C)C)OC. Cell line: NCI-H460. Synergy scores: CSS=42.4, Synergy_ZIP=-1.55, Synergy_Bliss=-2.29, Synergy_Loewe=1.79, Synergy_HSA=0.854. (3) Drug 1: C1=NC2=C(N1)C(=S)N=CN2. Drug 2: CCN(CC)CCCC(C)NC1=C2C=C(C=CC2=NC3=C1C=CC(=C3)Cl)OC. Cell line: SF-295. Synergy scores: CSS=43.7, Synergy_ZIP=3.51, Synergy_Bliss=1.30, Synergy_Loewe=-10.8, Synergy_HSA=1.50. (4) Drug 1: CNC(=O)C1=CC=CC=C1SC2=CC3=C(C=C2)C(=NN3)C=CC4=CC=CC=N4. Drug 2: CC1=CC=C(C=C1)C2=CC(=NN2C3=CC=C(C=C3)S(=O)(=O)N)C(F)(F)F. Cell line: DU-145. Synergy scores: CSS=0.321, Synergy_ZIP=-0.459, Synergy_Bliss=0.165, Synergy_Loewe=-2.06, Synergy_HSA=-2.09. (5) Drug 1: C1CCC(C1)C(CC#N)N2C=C(C=N2)C3=C4C=CNC4=NC=N3. Drug 2: CC12CCC3C(C1CCC2OP(=O)(O)O)CCC4=C3C=CC(=C4)OC(=O)N(CCCl)CCCl.[Na+]. Cell line: OVCAR3. Synergy scores: CSS=-5.92, Synergy_ZIP=0.394, Synergy_Bliss=-6.30, Synergy_Loewe=-10.5, Synergy_HSA=-10.2. (6) Drug 1: CC12CCC(CC1=CCC3C2CCC4(C3CC=C4C5=CN=CC=C5)C)O. Drug 2: CN(C)N=NC1=C(NC=N1)C(=O)N. Cell line: M14. Synergy scores: CSS=-6.63, Synergy_ZIP=1.73, Synergy_Bliss=-4.17, Synergy_Loewe=-10.3, Synergy_HSA=-8.30. (7) Drug 2: C(CC(=O)O)C(=O)CN.Cl. Synergy scores: CSS=10.2, Synergy_ZIP=-3.63, Synergy_Bliss=0.757, Synergy_Loewe=-4.77, Synergy_HSA=1.25. Cell line: NCI-H460. Drug 1: C1=NC2=C(N1)C(=S)N=CN2.